From a dataset of Full USPTO retrosynthesis dataset with 1.9M reactions from patents (1976-2016). Predict the reactants needed to synthesize the given product. Given the product [F:14][CH:15]([F:25])[O:16][C:17]1[CH:22]=[CH:21][C:20]([C:23]#[C:24][C:2]2[CH:3]=[C:4]([CH:11]=[CH:12][CH:13]=2)[CH2:5][C:6]2[O:7][CH:8]=[CH:9][CH:10]=2)=[CH:19][CH:18]=1, predict the reactants needed to synthesize it. The reactants are: Br[C:2]1[CH:3]=[C:4]([CH:11]=[CH:12][CH:13]=1)[CH2:5][C:6]1[O:7][CH:8]=[CH:9][CH:10]=1.[F:14][CH:15]([F:25])[O:16][C:17]1[CH:22]=[CH:21][C:20]([C:23]#[CH:24])=[CH:19][CH:18]=1.